From a dataset of CYP2C9 inhibition data for predicting drug metabolism from PubChem BioAssay. Regression/Classification. Given a drug SMILES string, predict its absorption, distribution, metabolism, or excretion properties. Task type varies by dataset: regression for continuous measurements (e.g., permeability, clearance, half-life) or binary classification for categorical outcomes (e.g., BBB penetration, CYP inhibition). Dataset: cyp2c9_veith. (1) The molecule is CC(C)N=c1cc2n(-c3ccc(Cl)cc3)c3ccccc3nc-2cc1Nc1ccc(Cl)cc1. The result is 0 (non-inhibitor). (2) The molecule is CC(=O)OC[C@@H]1O[C@H](CCO/N=C\[C@@H](C)[C@H](OCc2ccccc2)C(C)C)C=C[C@@H]1OC(C)=O. The result is 0 (non-inhibitor). (3) The result is 0 (non-inhibitor). The drug is COc1cc2c3cc1Oc1cc(ccc1O)C[C@@H]1c4c(cc(OC)c(O)c4Oc4cccc(c4)C[C@H]3N(C)CC2)CC[N+]1(C)C.Cl.O.O.O.O.O.[Cl-]. (4) The drug is C/C(=N/O)c1cn(-c2ncc(C(F)(F)F)cc2Cl)c(C)n1. The result is 0 (non-inhibitor). (5) The compound is Cc1noc(C)c1COc1ccc(C(=O)NCC2CCCO2)cc1. The result is 0 (non-inhibitor). (6) The drug is Cc1noc(C)c1-c1cncnc1-n1ccnc1. The result is 0 (non-inhibitor).